From a dataset of Full USPTO retrosynthesis dataset with 1.9M reactions from patents (1976-2016). Predict the reactants needed to synthesize the given product. (1) The reactants are: [C:1]([CH2:3][C:4]([NH:6][C@@H:7]([CH2:11][C:12]1[N:13]=[CH:14][NH:15][CH:16]=1)[C:8]([OH:10])=[O:9])=[O:5])#[N:2].[Na].N. Given the product [CH:16]1[N:15]=[CH:14][NH:13][C:12]=1[CH2:11][C@H:7]([NH:6][C:4]([CH2:3][CH2:1][NH2:2])=[O:5])[C:8]([OH:10])=[O:9], predict the reactants needed to synthesize it. (2) Given the product [CH2:1]([C:3]1[C:8]([C:9]2[O:10][CH:11]=[CH:12][CH:13]=2)=[N:7][CH:6]=[N:5][CH:4]=1)[CH3:2], predict the reactants needed to synthesize it. The reactants are: [CH2:1]([C:3]1[C:4](NN)=[N:5][CH:6]=[N:7][C:8]=1[C:9]1[O:10][CH:11]=[CH:12][CH:13]=1)[CH3:2].C(#N)C.C1(C)C=CC(S(Cl)(=O)=O)=CC=1.N1C=CC=CC=1.